Dataset: Catalyst prediction with 721,799 reactions and 888 catalyst types from USPTO. Task: Predict which catalyst facilitates the given reaction. (1) Reactant: [CH3:1][C:2]1[C:7]([B:8]2[O:12][C:11]([CH3:14])([CH3:13])[C:10]([CH3:16])([CH3:15])[O:9]2)=[CH:6][CH:5]=[CH:4][C:3]=1[NH:17][C:18](=[O:25])[CH2:19][C:20]1[S:21][CH:22]=[CH:23][N:24]=1.C1N=CN([C:31](N2C=NC=C2)=[O:32])C=1. Product: [CH3:1][C:2]1[C:7]([B:8]2[O:12][C:11]([CH3:13])([CH3:14])[C:10]([CH3:16])([CH3:15])[O:9]2)=[CH:6][CH:5]=[CH:4][C:3]=1[N:17]1[C:18](=[O:25])[CH:19]=[C:20]2[S:21][CH:22]=[CH:23][N:24]2[C:31]1=[O:32]. The catalyst class is: 11. (2) Reactant: [CH2:1]([NH:6][CH2:7][C:8]([C:24]1[CH:29]=[CH:28][CH:27]=[CH:26][CH:25]=1)([C:18]1[CH:23]=[CH:22][CH:21]=[CH:20][CH:19]=1)[CH2:9][NH:10]C(=O)OC(C)(C)C)[C:2]([CH3:5])([CH3:4])[CH3:3].FC(F)(F)C(O)=O. Product: [CH2:1]([NH:6][CH2:7][C:8]([C:18]1[CH:23]=[CH:22][CH:21]=[CH:20][CH:19]=1)([C:24]1[CH:29]=[CH:28][CH:27]=[CH:26][CH:25]=1)[CH2:9][NH2:10])[C:2]([CH3:5])([CH3:4])[CH3:3]. The catalyst class is: 4. (3) Reactant: [F:1][C:2]1[CH:10]=[C:9]2[C:5]([C:6]([C:20]3[CH:21]=[N:22][N:23]([CH2:25][CH:26]=[O:27])[CH:24]=3)=[CH:7][N:8]2[S:11]([C:14]2[CH:19]=[CH:18][CH:17]=[CH:16][CH:15]=2)(=[O:13])=[O:12])=[CH:4][CH:3]=1.[Si]([C:32]#[N:33])(C)(C)C.CCN(C(C)C)C(C)C. Product: [F:1][C:2]1[CH:10]=[C:9]2[C:5]([C:6]([C:20]3[CH:21]=[N:22][N:23]([CH2:25][CH:26]([OH:27])[C:32]#[N:33])[CH:24]=3)=[CH:7][N:8]2[S:11]([C:14]2[CH:15]=[CH:16][CH:17]=[CH:18][CH:19]=2)(=[O:13])=[O:12])=[CH:4][CH:3]=1. The catalyst class is: 2. (4) Reactant: FC(F)(F)C(O)=O.[CH3:8][O:9][C:10]1[CH:15]=[CH:14][C:13]([C:16]2[CH:21]=[CH:20][N:19]([C:22]3[CH:23]=[CH:24][C:25]4[C:26]5[CH2:35][N:34](C(OC(C)(C)C)=O)[CH2:33][CH2:32][C:27]=5[N:28]([CH3:31])[C:29]=4[CH:30]=3)[C:18](=[O:43])[CH:17]=2)=[CH:12][CH:11]=1. Product: [CH3:8][O:9][C:10]1[CH:15]=[CH:14][C:13]([C:16]2[CH:21]=[CH:20][N:19]([C:22]3[CH:23]=[CH:24][C:25]4[C:26]5[CH2:35][NH:34][CH2:33][CH2:32][C:27]=5[N:28]([CH3:31])[C:29]=4[CH:30]=3)[C:18](=[O:43])[CH:17]=2)=[CH:12][CH:11]=1. The catalyst class is: 2. (5) The catalyst class is: 9. Product: [NH2:1][C:2]1[N:3]([CH2:15][CH3:16])[C:4]2[C:9]([C:10]=1[C:11]([NH2:13])=[O:12])=[CH:8][CH:7]=[CH:6][CH:5]=2. Reactant: [NH2:1][C:2]1[NH:3][C:4]2[C:9]([C:10]=1[C:11]([NH2:13])=[O:12])=[CH:8][CH:7]=[CH:6][CH:5]=2.I[CH2:15][CH3:16].[H-].[Na+]. (6) Reactant: [CH2:1]([O:3][C:4]([N:6]1[CH2:11][CH2:10][N:9]([C:12](=[O:38])[C@@H:13]([NH:23][C:24]([C:26]2[CH:30]=[C:29]([OH:31])[N:28]([C:32]3[CH:37]=[CH:36][CH:35]=[CH:34][CH:33]=3)[N:27]=2)=[O:25])[CH2:14][CH2:15][C:16]([O:18]C(C)(C)C)=[O:17])[CH2:8][CH2:7]1)=[O:5])[CH3:2].[CH:39]1(O)[CH2:42][CH2:41][CH2:40]1.C1(P(C2C=CC=CC=2)C2C=CC=CC=2)C=CC=CC=1.N(C(OCC)=O)=NC(OCC)=O. Product: [CH2:1]([O:3][C:4]([N:6]1[CH2:7][CH2:8][N:9]([C:12](=[O:38])[C@@H:13]([NH:23][C:24]([C:26]2[CH:30]=[C:29]([O:31][CH:39]3[CH2:42][CH2:41][CH2:40]3)[N:28]([C:32]3[CH:37]=[CH:36][CH:35]=[CH:34][CH:33]=3)[N:27]=2)=[O:25])[CH2:14][CH2:15][C:16]([OH:18])=[O:17])[CH2:10][CH2:11]1)=[O:5])[CH3:2]. The catalyst class is: 1.